This data is from Full USPTO retrosynthesis dataset with 1.9M reactions from patents (1976-2016). The task is: Predict the reactants needed to synthesize the given product. (1) Given the product [N:8]1([C@@H:9]([CH3:10])[C:11]([NH2:13])=[O:12])[CH2:14][CH2:6][CH2:5][CH2:4][CH2:3][CH2:2]1, predict the reactants needed to synthesize it. The reactants are: Br[CH2:2][CH2:3][CH2:4][CH2:5][CH2:6]Br.[NH2:8][C@H:9]([C:11]([NH2:13])=[O:12])[CH3:10].[C:14](=O)([O-])[O-].[K+].[K+].Cl. (2) Given the product [F:18][C:13]1[CH:14]=[CH:15][CH:16]=[CH:17][C:12]=1[CH:7]1[C:6]2[CH:19]=[C:2]([C:23]3[CH:24]=[CH:25][N:20]=[CH:21][CH:22]=3)[CH:3]=[CH:4][C:5]=2[NH:11][CH2:10][CH2:9][NH:8]1, predict the reactants needed to synthesize it. The reactants are: Br[C:2]1[CH:3]=[CH:4][C:5]2[NH:11][CH2:10][CH2:9][NH:8][CH:7]([C:12]3[CH:17]=[CH:16][CH:15]=[CH:14][C:13]=3[F:18])[C:6]=2[CH:19]=1.[N:20]1[CH:25]=[CH:24][C:23](B(O)O)=[CH:22][CH:21]=1.C(=O)([O-])[O-].[K+].[K+].CN(C)C=O.